Dataset: Reaction yield outcomes from USPTO patents with 853,638 reactions. Task: Predict the reaction yield, written as a fraction of the theoretical maximum amount of product (1.0 means a 100% yield; for example, 0.34 means a 34% yield). (1) The reactants are [C:1]([Si:5]([CH3:21])([CH3:20])[O:6][CH2:7][CH2:8][NH:9][C:10]1[N:18]=[C:17]([Cl:19])[CH:16]=[CH:15][C:11]=1[C:12]([NH2:14])=O)([CH3:4])([CH3:3])[CH3:2].N1C=CC=CC=1.O=P(Cl)(Cl)Cl.[OH-].[Na+]. The catalyst is C(#N)C.CCOC(C)=O. The product is [C:1]([Si:5]([CH3:21])([CH3:20])[O:6][CH2:7][CH2:8][NH:9][C:10]1[N:18]=[C:17]([Cl:19])[CH:16]=[CH:15][C:11]=1[C:12]#[N:14])([CH3:4])([CH3:3])[CH3:2]. The yield is 0.780. (2) The reactants are [Cl:1][C:2]1[CH:10]=[C:9]2[C:5]([CH2:6][C:7](=[O:11])[NH:8]2)=[CH:4][CH:3]=1.[Cl:12][C:13]1[CH:14]=[C:15]([CH:18]=[CH:19][C:20]=1[F:21])[CH:16]=O.N1CCCCC1. The catalyst is CO. The product is [Cl:1][C:2]1[CH:10]=[C:9]2[C:5](/[C:6](=[CH:16]/[C:15]3[CH:18]=[CH:19][C:20]([F:21])=[C:13]([Cl:12])[CH:14]=3)/[C:7](=[O:11])[NH:8]2)=[CH:4][CH:3]=1. The yield is 0.820. (3) The reactants are CCN=C=NCCCN(C)C.C1C=CC2N(O)N=NC=2C=1.[F:22][C:23]1[C:24](=[O:45])[N:25]2[C:29](=[C:30]([C:42]([OH:44])=O)[C:31]=1[NH:32][C:33]1[CH:38]=[CH:37][C:36]([S:39][CH3:40])=[CH:35][C:34]=1[F:41])[CH2:28][CH2:27][CH2:26]2.Cl.[CH:47]1([CH2:50][O:51][NH2:52])[CH2:49][CH2:48]1. The catalyst is CN(C=O)C. The product is [CH:47]1([CH2:50][O:51][NH:52][C:42]([C:30]2[C:31]([NH:32][C:33]3[CH:38]=[CH:37][C:36]([S:39][CH3:40])=[CH:35][C:34]=3[F:41])=[C:23]([F:22])[C:24](=[O:45])[N:25]3[C:29]=2[CH2:28][CH2:27][CH2:26]3)=[O:44])[CH2:49][CH2:48]1. The yield is 0.0980. (4) The reactants are [CH3:1][C:2]1([CH3:10])[C:6](=O)[NH:5][C@H:4]([CH2:8][OH:9])[CH2:3]1.[H-].[Al+3].[Li+].[H-].[H-].[H-].[OH-].[Na+].C(N(CC)CC)C.[CH2:26]([O:33][C:34](Cl)=[O:35])[C:27]1[CH:32]=[CH:31][CH:30]=[CH:29][CH:28]=1.C(=O)([O-])O.[Na+]. The catalyst is O1CCCC1.C(Cl)Cl. The product is [CH2:26]([O:33][C:34]([N:5]1[CH2:6][C:2]([CH3:10])([CH3:1])[CH2:3][C@H:4]1[CH2:8][OH:9])=[O:35])[C:27]1[CH:32]=[CH:31][CH:30]=[CH:29][CH:28]=1. The yield is 0.740. (5) The yield is 0.740. The reactants are [Cl:1][C:2]1[N:3]=[C:4]([NH:9][CH2:10][C:11]2[CH:16]=[CH:15][C:14]([Cl:17])=[CH:13][CH:12]=2)[S:5][C:6]=1[CH:7]=[O:8].C(N(CC)C(C)C)(C)C.[C:27]([O:31][C:32](O[C:32]([O:31][C:27]([CH3:30])([CH3:29])[CH3:28])=[O:33])=[O:33])([CH3:30])([CH3:29])[CH3:28].O. The product is [C:27]([O:31][C:32](=[O:33])[N:9]([CH2:10][C:11]1[CH:16]=[CH:15][C:14]([Cl:17])=[CH:13][CH:12]=1)[C:4]1[S:5][C:6]([CH:7]=[O:8])=[C:2]([Cl:1])[N:3]=1)([CH3:30])([CH3:29])[CH3:28]. The catalyst is ClCCl.CN(C)C1C=CN=CC=1. (6) The reactants are [N:1]1[CH:6]=[CH:5][C:4]([CH3:7])=[CH:3][CH:2]=1.[O:8]1[CH:12]=[CH:11][CH:10]=[C:9]1[C:13](OCC)=[O:14].C[Si]([N-][Si](C)(C)C)(C)C.[Li+].CCCCCC. The catalyst is O1CCCC1. The product is [O:8]1[CH:12]=[CH:11][CH:10]=[C:9]1[C:13](=[O:14])[CH2:7][C:4]1[CH:5]=[CH:6][N:1]=[CH:2][CH:3]=1. The yield is 0.700.